This data is from Forward reaction prediction with 1.9M reactions from USPTO patents (1976-2016). The task is: Predict the product of the given reaction. (1) Given the reactants [C:1]([CH:3]1[CH2:6][N:5]([CH2:7][C@H:8]([NH:10]S(C2C=CC([N+]([O-])=O)=CC=2)(=O)=O)[CH3:9])[CH2:4]1)#[N:2].[C:23]([O:27][C:28](O[C:28]([O:27][C:23]([CH3:26])([CH3:25])[CH3:24])=[O:29])=[O:29])([CH3:26])([CH3:25])[CH3:24].C1(S)C=CC=CC=1.C(=O)([O-])[O-].[K+].[K+].[OH-].[Na+], predict the reaction product. The product is: [C:23]([O:27][C:28](=[O:29])[NH:10][C@H:8]([CH3:9])[CH2:7][N:5]1[CH2:4][CH:3]([C:1]#[N:2])[CH2:6]1)([CH3:26])([CH3:25])[CH3:24]. (2) Given the reactants [CH2:1]([O:8][C:9]([N:11]1[CH2:15][CH:14]2[CH:16]([OH:20])[CH:17]([F:19])[CH2:18][CH:13]2[CH2:12]1)=[O:10])[C:2]1[CH:7]=[CH:6][CH:5]=[CH:4][CH:3]=1.C[Si]([N-][Si](C)(C)C)(C)C.[K+].C1C=CC(S(N(S(C2C=CC=CC=2)(=O)=O)[F:41])(=O)=O)=CC=1, predict the reaction product. The product is: [CH2:1]([O:8][C:9]([N:11]1[CH2:15][CH:14]2[C:16](=[O:20])[C:17]([F:41])([F:19])[CH2:18][CH:13]2[CH2:12]1)=[O:10])[C:2]1[CH:3]=[CH:4][CH:5]=[CH:6][CH:7]=1. (3) The product is: [Si:20]([O:8][CH2:7][CH:4]1[CH2:5][CH2:6][NH:1][CH2:2][CH2:3]1)([C:16]([CH3:19])([CH3:18])[CH3:17])([C:28]1[CH:29]=[CH:30][CH:31]=[CH:32][CH:33]=1)[C:22]1[CH:27]=[CH:26][CH:25]=[CH:24][CH:23]=1. Given the reactants [NH:1]1[CH2:6][CH2:5][CH:4]([CH2:7][OH:8])[CH2:3][CH2:2]1.C(N(CC)CC)C.[C:16]([Si:20]([C:28]1[CH:33]=[CH:32][CH:31]=[CH:30][CH:29]=1)([C:22]1[CH:27]=[CH:26][CH:25]=[CH:24][CH:23]=1)Cl)([CH3:19])([CH3:18])[CH3:17], predict the reaction product. (4) The product is: [Br:9][C:10]1[CH:11]=[N:12][CH:13]=[C:14]([CH:15]2[CH2:2][O:16]2)[CH:17]=1. Given the reactants [I-].[CH3:2][S+](C)(C)=O.[H-].[Na+].[Br:9][C:10]1[CH:11]=[N:12][CH:13]=[C:14]([CH:17]=1)[CH:15]=[O:16], predict the reaction product. (5) Given the reactants [CH:1]1([C:6]2[C:14]3[C:9](=[C:10]([O:15]C)[N:11]=[CH:12][CH:13]=3)[N:8]([C:17]3[CH:18]=[C:19]([C:22]([NH2:24])=[O:23])[S:20][CH:21]=3)[N:7]=2)[CH2:5][CH2:4][CH2:3][CH2:2]1.[I-].[Na+].Cl[Si](C)(C)C.O, predict the reaction product. The product is: [CH:1]1([C:6]2[C:14]3[CH:13]=[CH:12][NH:11][C:10](=[O:15])[C:9]=3[N:8]([C:17]3[CH:18]=[C:19]([C:22]([NH2:24])=[O:23])[S:20][CH:21]=3)[N:7]=2)[CH2:2][CH2:3][CH2:4][CH2:5]1. (6) Given the reactants [ClH:1].[CH3:2][O:3][C:4](=[O:26])[CH2:5][N:6]1[C:12]2[CH:13]=[CH:14][CH:15]=[CH:16][C:11]=2[NH:10][CH2:9][C@H:8]([NH:17]C(OC(C)(C)C)=O)[C:7]1=[O:25], predict the reaction product. The product is: [ClH:1].[CH3:2][O:3][C:4](=[O:26])[CH2:5][N:6]1[C:12]2[CH:13]=[CH:14][CH:15]=[CH:16][C:11]=2[NH:10][CH2:9][C@H:8]([NH2:17])[C:7]1=[O:25]. (7) Given the reactants [Br:1][C:2]1[CH:7]=[CH:6][C:5]([OH:8])=[C:4]([CH:9]([O:12][CH3:13])[O:10][CH3:11])[CH:3]=1.C1(P(C2C=CC=CC=2)C2C=CC=CC=2)C=CC=CC=1.O[CH2:34][CH2:35][N:36]([CH3:44])[C:37](=[O:43])[O:38][C:39]([CH3:42])([CH3:41])[CH3:40].N(C(OC(C)C)=O)=NC(OC(C)C)=O, predict the reaction product. The product is: [Br:1][C:2]1[CH:7]=[CH:6][C:5]([O:8][CH2:34][CH2:35][N:36]([CH3:44])[C:37](=[O:43])[O:38][C:39]([CH3:41])([CH3:40])[CH3:42])=[C:4]([CH:9]([O:12][CH3:13])[O:10][CH3:11])[CH:3]=1. (8) Given the reactants [C:1](=[O:21])([O:7][C:8]1[C:12]2[CH:13]=[C:14]([CH:19]=[O:20])[C:15](F)=[C:16]([F:17])[C:11]=2[O:10][N:9]=1)[O:2][C:3]([CH3:6])([CH3:5])[CH3:4].CCN(C(C)C)C(C)C.[CH3:31][C@H:32]1[O:37][C@@H:36]([CH3:38])[CH2:35][NH:34][CH2:33]1, predict the reaction product. The product is: [C:1](=[O:21])([O:7][CH:8]1[C:12]2[CH:13]=[C:14]([CH:19]=[O:20])[C:15]([N:34]3[CH2:33][C@H:32]([CH3:31])[O:37][C@H:36]([CH3:38])[CH2:35]3)=[C:16]([F:17])[C:11]=2[O:10][NH:9]1)[O:2][C:3]([CH3:6])([CH3:5])[CH3:4]. (9) Given the reactants [O:1]=[C:2]([C@H:23]([CH3:39])[C@@H:24]([O:30][C:31]([O:33][CH2:34][C:35]([Cl:38])([Cl:37])[Cl:36])=[O:32])[C@@H:25]([CH3:29])[CH2:26][CH:27]=[CH2:28])[C:3]([CH3:22])([CH3:21])[C@@H:4]([O:13][Si:14]([CH2:19][CH3:20])([CH2:17][CH3:18])[CH2:15][CH3:16])[CH2:5][C:6]([O:8]C(C)(C)C)=[O:7].N1C(C)=CC=CC=1C.O([Si](CC)(CC)CC)S(C(F)(F)F)(=O)=O, predict the reaction product. The product is: [O:1]=[C:2]([C@H:23]([CH3:39])[C@@H:24]([O:30][C:31]([O:33][CH2:34][C:35]([Cl:38])([Cl:36])[Cl:37])=[O:32])[C@@H:25]([CH3:29])[CH2:26][CH:27]=[CH2:28])[C:3]([CH3:21])([CH3:22])[C@@H:4]([O:13][Si:14]([CH2:17][CH3:18])([CH2:19][CH3:20])[CH2:15][CH3:16])[CH2:5][C:6]([OH:8])=[O:7]. (10) Given the reactants [C:1]([O:5][C:6](=[O:22])[NH:7][C:8]1[CH:13]=[C:12]([N:14]([CH3:18])[CH2:15][CH2:16][CH3:17])[C:11]([C:19]#[N:20])=[CH:10][C:9]=1[NH2:21])([CH3:4])([CH3:3])[CH3:2].C([O:27][C:28](=O)[CH2:29][C:30](=[O:50])[C:31]1[CH:36]=[CH:35][CH:34]=[C:33]([N:37]2[C:41]([CH2:42][O:43][CH:44]3[CH2:49][CH2:48][CH2:47][CH2:46][O:45]3)=[CH:40][N:39]=[N:38]2)[CH:32]=1)(C)(C)C, predict the reaction product. The product is: [C:1]([O:5][C:6](=[O:22])[NH:7][C:8]1[CH:13]=[C:12]([N:14]([CH3:18])[CH2:15][CH2:16][CH3:17])[C:11]([C:19]#[N:20])=[CH:10][C:9]=1[NH:21][C:28](=[O:27])[CH2:29][C:30](=[O:50])[C:31]1[CH:36]=[CH:35][CH:34]=[C:33]([N:37]2[C:41]([CH2:42][O:43][CH:44]3[CH2:49][CH2:48][CH2:47][CH2:46][O:45]3)=[CH:40][N:39]=[N:38]2)[CH:32]=1)([CH3:2])([CH3:3])[CH3:4].